Dataset: Forward reaction prediction with 1.9M reactions from USPTO patents (1976-2016). Task: Predict the product of the given reaction. (1) The product is: [I:12][C:3]1[N:4]2[CH:9]=[CH:8][C:7]([C:10]#[N:11])=[CH:6][C:5]2=[N:1][CH:2]=1. Given the reactants [N:1]1[CH:2]=[CH:3][N:4]2[CH:9]=[CH:8][C:7]([C:10]#[N:11])=[CH:6][C:5]=12.[I:12]N1C(=O)CCC1=O.CN(C=O)C, predict the reaction product. (2) The product is: [CH3:13][C:10]1[O:9][C:8]([C:5]2[CH:4]=[CH:3][C:2]([B:22]3[O:26][C:25]([CH3:28])([CH3:27])[C:24]([CH3:30])([CH3:29])[O:23]3)=[CH:7][CH:6]=2)=[N:12][C:11]=1[CH2:18][CH2:17][OH:20]. Given the reactants Br[C:2]1[CH:7]=[CH:6][C:5]([C:8]2(CCO)[NH:12][CH:11]=[C:10]([CH3:13])[O:9]2)=[CH:4][CH:3]=1.[C:17]([O-:20])(=O)[CH3:18].[K+].[B:22]1([B:22]2[O:26][C:25]([CH3:28])([CH3:27])[C:24]([CH3:30])([CH3:29])[O:23]2)[O:26][C:25]([CH3:28])([CH3:27])[C:24]([CH3:30])([CH3:29])[O:23]1.C(Cl)Cl, predict the reaction product. (3) Given the reactants [C:1]([O:5][C:6]([N:8]([C:16]1[C:21]([C:22]2[O:26][N:25]=[C:24]([C:27]3[CH:32]=[CH:31][C:30]([CH3:33])=[CH:29][CH:28]=3)[CH:23]=2)=[CH:20][C:19]([C:34]2[CH:39]=[CH:38][C:37]([S:40]([CH:43]([CH3:45])[CH3:44])(=[O:42])=[O:41])=[CH:36][N:35]=2)=[CH:18][N:17]=1)[C:9](=[O:15])[O:10][C:11]([CH3:14])([CH3:13])[CH3:12])=[O:7])([CH3:4])([CH3:3])[CH3:2].C1C(=O)N([Br:53])C(=O)C1.CC(N=NC(C#N)(C)C)(C#N)C, predict the reaction product. The product is: [Br:53][CH2:33][C:30]1[CH:31]=[CH:32][C:27]([C:24]2[CH:23]=[C:22]([C:21]3[C:16]([N:8]([C:6]([O:5][C:1]([CH3:2])([CH3:3])[CH3:4])=[O:7])[C:9](=[O:15])[O:10][C:11]([CH3:13])([CH3:14])[CH3:12])=[N:17][CH:18]=[C:19]([C:34]4[CH:39]=[CH:38][C:37]([S:40]([CH:43]([CH3:45])[CH3:44])(=[O:41])=[O:42])=[CH:36][N:35]=4)[CH:20]=3)[O:26][N:25]=2)=[CH:28][CH:29]=1. (4) Given the reactants C(Cl)(=O)C(Cl)=O.CS(C)=O.[Br:11][C:12]1[CH:19]=[CH:18][C:15]([CH2:16][OH:17])=[C:14]([CH3:20])[CH:13]=1.C(N(CC)CC)C, predict the reaction product. The product is: [Br:11][C:12]1[CH:19]=[CH:18][C:15]([CH:16]=[O:17])=[C:14]([CH3:20])[CH:13]=1. (5) Given the reactants CS(O[CH2:6][CH:7]1[CH2:11][CH2:10][CH2:9][N:8]1[C:12]([O:14][C:15]([CH3:18])([CH3:17])[CH3:16])=[O:13])(=O)=O.[F:19][C:20]1[CH:21]=[C:22]([C:26]#[C:27][C:28]2[CH:37]=[C:36]3[C:31]([C:32](=[O:38])[NH:33][CH:34]=[N:35]3)=[CH:30][CH:29]=2)[CH:23]=[CH:24][CH:25]=1.[OH-].[K+], predict the reaction product. The product is: [F:19][C:20]1[CH:21]=[C:22]([C:26]#[C:27][C:28]2[CH:37]=[C:36]3[C:31]([C:32](=[O:38])[N:33]([CH2:6][CH:7]4[CH2:11][CH2:10][CH2:9][N:8]4[C:12]([O:14][C:15]([CH3:18])([CH3:17])[CH3:16])=[O:13])[CH:34]=[N:35]3)=[CH:30][CH:29]=2)[CH:23]=[CH:24][CH:25]=1.